Dataset: Reaction yield outcomes from USPTO patents with 853,638 reactions. Task: Predict the reaction yield, written as a fraction of the theoretical maximum amount of product (1.0 means a 100% yield; for example, 0.34 means a 34% yield). (1) The reactants are [NH2:1][CH2:2][CH2:3][CH2:4][CH2:5][CH2:6][N:7]1[C:15]2[N:10]3[C:11](=[N:16][C:17]([CH3:18])=[C:9]3[C:8]1=[O:19])[CH:12]=[CH:13][CH:14]=2.C(N(CC)CC)C.[F:27][C:28]([F:35])([F:34])[CH2:29][S:30](Cl)(=[O:32])=[O:31]. The catalyst is C(Cl)Cl. The product is [CH3:18][C:17]1[N:16]=[C:11]2[CH:12]=[CH:13][CH:14]=[C:15]3[N:10]2[C:9]=1[C:8](=[O:19])[N:7]3[CH2:6][CH2:5][CH2:4][CH2:3][CH2:2][NH:1][S:30]([CH2:29][C:28]([F:35])([F:34])[F:27])(=[O:32])=[O:31]. The yield is 0.654. (2) The reactants are Cl[C:2]1[N:6]([CH2:7][CH2:8][CH2:9][C:10]([O:12][CH2:13][CH3:14])=[O:11])[C:5]2[C:15]([CH:20]([CH2:23][CH3:24])[CH2:21][CH3:22])=[CH:16][CH:17]=[C:18]([Cl:19])[C:4]=2[N:3]=1.[Br:25][C:26]1[CH:32]=[CH:31][C:29]([NH2:30])=[C:28]([CH3:33])[CH:27]=1.O.C1(C)C=CC(S(O)(=O)=O)=CC=1.C(=O)([O-])O.[Na+]. The catalyst is C1(C)C(C)=CC=CC=1. The product is [Br:25][C:26]1[CH:32]=[CH:31][C:29]([NH:30][C:2]2[N:6]([CH2:7][CH2:8][CH2:9][C:10]([O:12][CH2:13][CH3:14])=[O:11])[C:5]3[C:15]([CH:20]([CH2:23][CH3:24])[CH2:21][CH3:22])=[CH:16][CH:17]=[C:18]([Cl:19])[C:4]=3[N:3]=2)=[C:28]([CH3:33])[CH:27]=1. The yield is 0.750. (3) The product is [OH:28][C@:18]12[CH2:19][C:20](=[O:51])[CH2:21][CH2:22][C@:23]1([CH3:24])[C@@H:25]1[C@H:15]([C@H:6]3[C@@:4]([CH2:27][CH2:26]1)([CH3:5])[C:3](=[O:2])[CH2:8][CH2:7]3)[CH2:16]/[C:17]/2=[N:29]\[O:30][CH3:31]. The reactants are C1CO[C:8]23OCCO[C:3]2([C@:4]2([CH2:27][CH2:26][C@H:25]4[C@@H:15]([CH2:16]/[C:17](=[N:29]\[O:30][CH3:31])/[C@:18]5([OH:28])[C@:23]4([CH3:24])[CH2:22][CH2:21][CH2:20][CH2:19]5)[C@@H:6]2[CH2:7]3)[CH3:5])[O:2]1.C=C1C2[C@](C)(CCC(=[O:51])C2)[C@@H]2[C@H]([C@H]3[C@@](CC2)(C)C(=O)CC3)C1. No catalyst specified. The yield is 0.800. (4) The reactants are [Si]([C:8]1[O:9][C:10]2[C:30]([O:31][C:32](=[O:34])[CH3:33])=[C:29]([O:35][CH3:36])[CH:28]=[CH:27][C:11]=2[C:12]=1[C:13](=[O:26])[C:14]1[CH:19]=[C:18]([O:20][CH3:21])[C:17]([O:22][CH3:23])=[C:16]([O:24][CH3:25])[CH:15]=1)(C(C)(C)C)(C)C.[Br:37]Br. The catalyst is ClCCCl. The product is [Br:37][C:8]1[O:9][C:10]2[C:30]([O:31][C:32](=[O:34])[CH3:33])=[C:29]([O:35][CH3:36])[CH:28]=[CH:27][C:11]=2[C:12]=1[C:13](=[O:26])[C:14]1[CH:19]=[C:18]([O:20][CH3:21])[C:17]([O:22][CH3:23])=[C:16]([O:24][CH3:25])[CH:15]=1. The yield is 0.810.